Task: Binary Classification. Given a drug SMILES string, predict its activity (active/inactive) in a high-throughput screening assay against a specified biological target.. Dataset: HIV replication inhibition screening data with 41,000+ compounds from the AIDS Antiviral Screen The compound is NC(=O)c1n[nH]c(C2OC(CO)C(O)C2O)n1. The result is 0 (inactive).